From a dataset of Forward reaction prediction with 1.9M reactions from USPTO patents (1976-2016). Predict the product of the given reaction. (1) Given the reactants O[C:2]1[N:7]=[CH:6][C:5]2=[CH:8][CH:9]=[C:10]([C:11]3[CH:16]=[CH:15][CH:14]=[CH:13][C:12]=3[N:17]([CH3:22])[S:18]([CH3:21])(=[O:20])=[O:19])[N:4]2[N:3]=1.[N:23]1([CH2:29][CH2:30][N:31]2[CH:39]=[C:38]3[C:33]([CH:34]=[C:35]([NH2:40])[CH:36]=[CH:37]3)=[N:32]2)[CH2:28][CH2:27][O:26][CH2:25][CH2:24]1.N1(CCN2C=C3C(C=CC(N)=C3)=N2)CCOCC1, predict the reaction product. The product is: [CH3:22][N:17]([C:12]1[CH:13]=[CH:14][CH:15]=[CH:16][C:11]=1[C:10]1[N:4]2[C:5]([CH:6]=[N:7][C:2]([NH:40][C:35]3[CH:36]=[CH:37][C:38]4[C:33]([CH:34]=3)=[N:32][N:31]([CH2:30][CH2:29][N:23]3[CH2:28][CH2:27][O:26][CH2:25][CH2:24]3)[CH:39]=4)=[N:3]2)=[CH:8][CH:9]=1)[S:18]([CH3:21])(=[O:20])=[O:19]. (2) Given the reactants [CH:1]1([NH:7][C:8]([N:10]2[CH2:14][CH2:13][CH2:12][C@H:11]2[C:15]([O:17]C)=[O:16])=[O:9])[CH2:6][CH2:5][CH2:4][CH2:3][CH2:2]1.[Li+].[OH-], predict the reaction product. The product is: [CH:1]1([NH:7][C:8]([N:10]2[CH2:14][CH2:13][CH2:12][C@H:11]2[C:15]([OH:17])=[O:16])=[O:9])[CH2:2][CH2:3][CH2:4][CH2:5][CH2:6]1. (3) Given the reactants [Cl:1][C:2]1[N:7]=[N:6][C:5]([C:8](OCC)=[O:9])=[C:4]([NH:13][C:14]2[CH:19]=[CH:18][CH:17]=[C:16]([C:20]([F:23])([F:22])[F:21])[N:15]=2)[CH:3]=1.[NH3:24], predict the reaction product. The product is: [Cl:1][C:2]1[N:7]=[N:6][C:5]([C:8]([NH2:24])=[O:9])=[C:4]([NH:13][C:14]2[CH:19]=[CH:18][CH:17]=[C:16]([C:20]([F:23])([F:22])[F:21])[N:15]=2)[CH:3]=1. (4) Given the reactants [C:1]1([N:7]2[C:19]3[CH:18]=[CH:17][C:16]([C:20]4[CH:21]=[CH:22][C:23]5[NH:24][C:25]6[C:30]([C:31]=5[CH:32]=4)=[CH:29][CH:28]=[CH:27][CH:26]=6)=[CH:15][C:14]=3[C:13]3[C:8]2=[CH:9][CH:10]=[CH:11][CH:12]=3)[CH:6]=[CH:5][CH:4]=[CH:3][CH:2]=1.[Br:33][C:34]1[CH:39]=[CH:38][C:37](I)=[CH:36][CH:35]=1.C(=O)([O-])[O-].[K+].[K+].S(=O)(O)[O-].[Na+], predict the reaction product. The product is: [Br:33][C:34]1[CH:39]=[CH:38][C:37]([N:24]2[C:23]3[CH:22]=[CH:21][C:20]([C:16]4[CH:17]=[CH:18][C:19]5[N:7]([C:1]6[CH:6]=[CH:5][CH:4]=[CH:3][CH:2]=6)[C:8]6[C:13]([C:14]=5[CH:15]=4)=[CH:12][CH:11]=[CH:10][CH:9]=6)=[CH:32][C:31]=3[C:30]3[C:25]2=[CH:26][CH:27]=[CH:28][CH:29]=3)=[CH:36][CH:35]=1. (5) Given the reactants [CH2:1]([Li])[CH2:2][CH2:3][CH3:4].C([C@@H:10]([C:18]1[CH:23]=[CH:22][CH:21]=[CH:20][CH:19]=1)[O:11][CH2:12][CH2:13][CH2:14][CH2:15][CH2:16][CH3:17])CC#C.[CH2:24]([C:27]1[C:34]([O:35][CH2:36][C:37]2[CH:42]=[CH:41][C:40]([O:43][CH3:44])=[CH:39][CH:38]=2)=[CH:33][CH:32]=[CH:31][C:28]=1[CH:29]=[O:30])[CH:25]=[CH2:26].[Cl-].[NH4+], predict the reaction product. The product is: [CH2:24]([C:27]1[C:34]([O:35][CH2:36][C:37]2[CH:42]=[CH:41][C:40]([O:43][CH3:44])=[CH:39][CH:38]=2)=[CH:33][CH:32]=[CH:31][C:28]=1[C@@H:29]([OH:30])[C:1]#[C:2][CH2:3][CH2:4][CH:12]([O:11][CH2:10][C:18]1[CH:19]=[CH:20][CH:21]=[CH:22][CH:23]=1)[CH2:13][CH2:14][CH2:15][CH2:16][CH3:17])[CH:25]=[CH2:26]. (6) Given the reactants [CH3:1][S:2][CH2:3][C:4]1[CH:5]=[CH:6][CH:7]=[C:8]2[C:12]=1[NH:11][CH:10]=[CH:9]2.[Cl:13][C:14]1[CH:19]=[CH:18][C:17]([C:20]([C:23]2[CH:28]=[CH:27][C:26]([F:29])=[CH:25][CH:24]=2)(O)[CH3:21])=[C:16]([F:30])[CH:15]=1.FC1C=CC(C(C2C=CC(F)=CC=2)C2C3C(=C(CSC)C=CC=3)NC=2)=CC=1, predict the reaction product. The product is: [Cl:13][C:14]1[CH:19]=[CH:18][C:17]([C:20]([C:9]2[C:8]3[C:12](=[C:4]([CH2:3][S:2][CH3:1])[CH:5]=[CH:6][CH:7]=3)[NH:11][CH:10]=2)([C:23]2[CH:28]=[CH:27][C:26]([F:29])=[CH:25][CH:24]=2)[CH3:21])=[C:16]([F:30])[CH:15]=1. (7) Given the reactants Cl[C:2]1[N:7]=[N:6][C:5]([O:8][CH2:9][C:10]2[CH:26]=[C:13]3[C:14](=[O:25])[N:15]([C:18]4[CH:23]=[CH:22][C:21]([F:24])=[CH:20][CH:19]=4)[CH2:16][CH2:17][N:12]3[N:11]=2)=[CH:4][CH:3]=1, predict the reaction product. The product is: [NH4+:6].[OH-:8].[F:24][C:21]1[CH:20]=[CH:19][C:18]([N:15]2[CH2:16][CH2:17][N:12]3[N:11]=[C:10]([CH2:9][O:8][C:5]4[N:6]=[N:7][CH:2]=[CH:3][CH:4]=4)[CH:26]=[C:13]3[C:14]2=[O:25])=[CH:23][CH:22]=1. (8) Given the reactants FC(F)(F)C(O)=O.C(OC(=O)[NH:14][C@@H:15]([CH2:29][N:30]1[CH2:35][C:34](=[O:36])[N:33]([C:37]2[CH:42]=[C:41]([F:43])[CH:40]=[CH:39][C:38]=2[Cl:44])[CH2:32][C:31]1([CH3:46])[CH3:45])[C@@H:16]([OH:28])[CH2:17][C@H:18]([C:20](=[O:27])[NH:21][CH2:22][C:23]([CH3:26])([CH3:25])[CH3:24])[CH3:19])(C)(C)C.[C:48]([OH:55])(=[O:54])/[CH:49]=[CH:50]/[C:51]([OH:53])=[O:52].[CH3:56][C:57]([CH3:88])([CH3:87])[CH2:58][NH:59][C:60](=[O:86])[C@H:61]([CH3:85])[CH2:62][C@H:63]([OH:84])[C@@H:64]([NH2:83])[CH2:65][N:66]1[CH2:71][C:70](=[O:72])[N:69]([C:73]2[CH:78]=[C:77]([F:79])[CH:76]=[CH:75][C:74]=2[Cl:80])[CH2:68][C:67]1([CH3:82])[CH3:81], predict the reaction product. The product is: [C:48]([OH:55])(=[O:54])/[CH:49]=[CH:50]/[C:51]([OH:53])=[O:52].[CH3:25][C:23]([CH3:24])([CH3:26])[CH2:22][NH:21][C:20](=[O:27])[C@H:18]([CH3:19])[CH2:17][C@H:16]([OH:28])[C@@H:15]([NH2:14])[CH2:29][N:30]1[CH2:35][C:34](=[O:36])[N:33]([C:37]2[CH:42]=[C:41]([F:43])[CH:40]=[CH:39][C:38]=2[Cl:44])[CH2:32][C:31]1([CH3:45])[CH3:46].[NH2:83][C@@H:64]([CH2:65][N:66]1[CH2:71][C:70](=[O:72])[N:69]([C:73]2[CH:78]=[C:77]([F:79])[CH:76]=[CH:75][C:74]=2[Cl:80])[CH2:68][C:67]1([CH3:81])[CH3:82])[C@@H:63]([OH:84])[CH2:62][C@@H:61]([CH3:85])[C:60]([NH:59][CH2:58][C:57]([CH3:87])([CH3:56])[CH3:88])=[O:86]. (9) Given the reactants [C:1]([N:8]1[CH2:15][C@H:14]([F:16])[CH2:13][C@H:9]1[C:10]([OH:12])=O)([O:3][C:4]([CH3:7])([CH3:6])[CH3:5])=[O:2].[CH3:17][O:18][C:19](=[O:30])[C:20]1[CH:25]=[C:24]([Cl:26])[C:23]([F:27])=[C:22]([CH2:28][NH2:29])[CH:21]=1.CN(C(ON1N=NC2C=CC=NC1=2)=[N+](C)C)C.F[P-](F)(F)(F)(F)F.CCN(C(C)C)C(C)C, predict the reaction product. The product is: [C:4]([O:3][C:1]([N:8]1[CH2:15][C@H:14]([F:16])[CH2:13][C@H:9]1[C:10](=[O:12])[NH:29][CH2:28][C:22]1[CH:21]=[C:20]([C:19]([O:18][CH3:17])=[O:30])[CH:25]=[C:24]([Cl:26])[C:23]=1[F:27])=[O:2])([CH3:5])([CH3:6])[CH3:7].